This data is from Forward reaction prediction with 1.9M reactions from USPTO patents (1976-2016). The task is: Predict the product of the given reaction. Given the reactants [Cl-].[CH2:2]([N+:6]1[CH:10]=[CH:9][N:8]([CH3:11])[CH:7]=1)[CH2:3][CH2:4][CH3:5].O.[C:13]1(C)[C:14]([S:19]([OH:22])(=[O:21])=[O:20])=[CH:15][CH:16]=[CH:17][CH:18]=1.Cl.O.O1CCOCC1, predict the reaction product. The product is: [S:19]([C:14]1[CH:13]=[CH:18][C:17]([CH3:2])=[CH:16][CH:15]=1)([O-:22])(=[O:20])=[O:21].[CH2:2]([N+:6]1[CH:10]=[CH:9][N:8]([CH3:11])[CH:7]=1)[CH2:3][CH2:4][CH3:5].